This data is from Reaction yield outcomes from USPTO patents with 853,638 reactions. The task is: Predict the reaction yield, written as a fraction of the theoretical maximum amount of product (1.0 means a 100% yield; for example, 0.34 means a 34% yield). The reactants are [F:1][C:2]1[CH:7]=[CH:6][C:5]([OH:8])=[CH:4][CH:3]=1.[C:9](O)([CH3:12])([CH3:11])[CH3:10].S(=O)(=O)(O)O. The catalyst is C(Cl)Cl. The product is [C:9]([C:6]1[CH:7]=[C:2]([F:1])[CH:3]=[CH:4][C:5]=1[OH:8])([CH3:12])([CH3:11])[CH3:10]. The yield is 0.420.